Dataset: Catalyst prediction with 721,799 reactions and 888 catalyst types from USPTO. Task: Predict which catalyst facilitates the given reaction. Reactant: [NH2:1][C:2]1[C:3]([C:18]([O:20]C)=[O:19])=[N:4][C:5]([C:8]2[CH:13]=[CH:12][C:11]([S:14]([CH3:17])(=[O:16])=[O:15])=[CH:10][CH:9]=2)=[CH:6][N:7]=1.[OH-].[Li+].Cl. Product: [NH2:1][C:2]1[C:3]([C:18]([OH:20])=[O:19])=[N:4][C:5]([C:8]2[CH:13]=[CH:12][C:11]([S:14]([CH3:17])(=[O:16])=[O:15])=[CH:10][CH:9]=2)=[CH:6][N:7]=1. The catalyst class is: 24.